This data is from Reaction yield outcomes from USPTO patents with 853,638 reactions. The task is: Predict the reaction yield, written as a fraction of the theoretical maximum amount of product (1.0 means a 100% yield; for example, 0.34 means a 34% yield). (1) The reactants are [CH3:1][C:2]1[C:6]([CH2:7][N:8]2[CH:12]=[C:11]([N:13]3[C:17](=[O:18])[CH2:16][NH:15][C:14]3=[O:19])[CH:10]=[N:9]2)=[C:5]([CH3:20])[O:4][N:3]=1.Br[CH2:22][C:23]1[CH:27]=[CH:26][N:25]([CH3:28])[N:24]=1. No catalyst specified. The product is [CH3:1][C:2]1[C:6]([CH2:7][N:8]2[CH:12]=[C:11]([N:13]3[C:17](=[O:18])[CH2:16][N:15]([CH2:22][C:23]4[CH:27]=[CH:26][N:25]([CH3:28])[N:24]=4)[C:14]3=[O:19])[CH:10]=[N:9]2)=[C:5]([CH3:20])[O:4][N:3]=1. The yield is 0.190. (2) The reactants are [C:1]([O:5][C:6]([NH:8][C@@H:9]([CH2:45][CH2:46][CH2:47][CH2:48][CH2:49][CH:50]=C)[C:10]([N:12]1[CH2:28][C@H:27]([O:29][C:30]2[C:31]3[CH:44]=[CH:43][S:42][C:32]=3[N:33]=[C:34]([C:36]3[CH:41]=[CH:40][CH:39]=[CH:38][N:37]=3)[N:35]=2)[CH2:26][C@H:13]1[C:14]([NH:16][C@:17]1([C:22]([O:24][CH3:25])=[O:23])[CH2:19][C@H:18]1[CH:20]=C)=[O:15])=[O:11])=[O:7])([CH3:4])([CH3:3])[CH3:2]. The catalyst is ClCCl. The product is [C:1]([O:5][C:6]([NH:8][C@@H:9]1[C:10](=[O:11])[N:12]2[CH2:28][C@H:27]([O:29][C:30]3[C:31]4[CH:44]=[CH:43][S:42][C:32]=4[N:33]=[C:34]([C:36]4[CH:41]=[CH:40][CH:39]=[CH:38][N:37]=4)[N:35]=3)[CH2:26][C@H:13]2[C:14](=[O:15])[NH:16][C@:17]2([C:22]([O:24][CH3:25])=[O:23])[CH2:19][C@H:18]2[CH:20]=[CH:50][CH2:49][CH2:48][CH2:47][CH2:46][CH2:45]1)=[O:7])([CH3:4])([CH3:2])[CH3:3]. The yield is 0.380. (3) The catalyst is N. The product is [Cl:2][C:3]1[CH:8]=[CH:7][N:6]=[C:5]([C:9]([NH2:14])=[O:11])[CH:4]=1. The yield is 0.803. The reactants are Cl.[Cl:2][C:3]1[CH:8]=[CH:7][N:6]=[C:5]([C:9]([O:11]C)=O)[CH:4]=1.[Cl-].[NH4+:14].CCOC(C)=O.O.